From a dataset of Full USPTO retrosynthesis dataset with 1.9M reactions from patents (1976-2016). Predict the reactants needed to synthesize the given product. (1) Given the product [CH3:1][N:2]([CH3:22])[C:3]([S:5][C:6]1[CH:7]=[C:8]([CH:13]=[C:14]([S:16][C:17](=[O:21])[N:18]([CH3:20])[CH3:19])[CH:15]=1)[C:9]([OH:11])=[O:10])=[O:4], predict the reactants needed to synthesize it. The reactants are: [CH3:1][N:2]([CH3:22])[C:3]([S:5][C:6]1[CH:7]=[C:8]([CH:13]=[C:14]([S:16][C:17](=[O:21])[N:18]([CH3:20])[CH3:19])[CH:15]=1)[C:9]([O:11]C)=[O:10])=[O:4].[OH-].[Na+]. (2) Given the product [Br:1][C:2]1[C:3]([CH:17]2[CH2:19][CH2:18]2)=[N:4][C:5]([N:10]2[CH2:15][CH2:14][N:13]([C:23]([CH:20]3[CH2:22][CH2:21]3)=[O:24])[C@H:12]([CH3:16])[CH2:11]2)=[C:6]([CH:9]=1)[C:7]#[N:8], predict the reactants needed to synthesize it. The reactants are: [Br:1][C:2]1[C:3]([CH:17]2[CH2:19][CH2:18]2)=[N:4][C:5]([N:10]2[CH2:15][CH2:14][NH:13][C@H:12]([CH3:16])[CH2:11]2)=[C:6]([CH:9]=1)[C:7]#[N:8].[CH:20]1([C:23](Cl)=[O:24])[CH2:22][CH2:21]1.CCN(C(C)C)C(C)C.C([O-])(O)=O.[Na+]. (3) The reactants are: [Cl:1][C:2]1[CH:21]=[CH:20][C:19]([C:22]2[C:27]([N+:28]([O-])=O)=[CH:26][CH:25]=[CH:24][N:23]=2)=[CH:18][C:3]=1[C:4]([NH:6][CH2:7][C:8]12[CH2:17][CH:12]3[CH2:13][CH:14]([CH2:16][CH:10]([CH2:11]3)[CH2:9]1)[CH2:15]2)=[O:5].[Cl-].[NH4+].C(O)C. Given the product [NH2:28][C:27]1[C:22]([C:19]2[CH:20]=[CH:21][C:2]([Cl:1])=[C:3]([CH:18]=2)[C:4]([NH:6][CH2:7][C:8]23[CH2:15][CH:14]4[CH2:13][CH:12]([CH2:11][CH:10]([CH2:16]4)[CH2:9]2)[CH2:17]3)=[O:5])=[N:23][CH:24]=[CH:25][CH:26]=1, predict the reactants needed to synthesize it.